From a dataset of Full USPTO retrosynthesis dataset with 1.9M reactions from patents (1976-2016). Predict the reactants needed to synthesize the given product. Given the product [Br:1][C:2]1[CH:7]=[C:6]2[C:5](=[CH:4][CH:3]=1)[O:11][C:13]([CH3:15])([CH3:12])[CH2:9][C:8]2=[O:10], predict the reactants needed to synthesize it. The reactants are: [Br:1][C:2]1[CH:3]=[CH:4][C:5]([OH:11])=[C:6]([C:8](=[O:10])[CH3:9])[CH:7]=1.[CH3:12][C:13]([CH3:15])=O.N1CCCC1.Cl.